This data is from Full USPTO retrosynthesis dataset with 1.9M reactions from patents (1976-2016). The task is: Predict the reactants needed to synthesize the given product. Given the product [CH:14]1[C:13]2[C:12](=[N:17][CH:8]=[C:3]3[C:2]=2[CH2:7][CH2:6][CH2:5][CH2:4]3)[CH:11]=[CH:16][CH:15]=1, predict the reactants needed to synthesize it. The reactants are: Br[C:2]1[CH2:7][CH2:6][CH2:5][CH2:4][C:3]=1[CH:8]=O.Br[C:11]1[CH:16]=[CH:15][CH:14]=[CH:13][C:12]=1[NH:17]C(=O)C.CS(C)=O.C([O-])([O-])=O.[K+].[K+].